This data is from Forward reaction prediction with 1.9M reactions from USPTO patents (1976-2016). The task is: Predict the product of the given reaction. (1) Given the reactants [N:1]1[CH:6]=[CH:5][C:4]([NH2:7])=[CH:3][CH:2]=1.[C:8](O[C:8]([O:10][C:11]([CH3:14])([CH3:13])[CH3:12])=[O:9])([O:10][C:11]([CH3:14])([CH3:13])[CH3:12])=[O:9], predict the reaction product. The product is: [N:1]1[CH:6]=[CH:5][C:4]([NH:7][C:8](=[O:9])[O:10][C:11]([CH3:14])([CH3:13])[CH3:12])=[CH:3][CH:2]=1. (2) Given the reactants [Cl:1][C:2]1[CH:3]=[C:4]([C:9]2([C:24]([F:27])([F:26])[F:25])[O:13][N:12]=[C:11]([C:14]3[CH:19]=[CH:18][C:17]([N+:20]([O-])=O)=[C:16]([CH3:23])[CH:15]=3)[CH2:10]2)[CH:5]=[C:6]([Cl:8])[CH:7]=1, predict the reaction product. The product is: [NH2:20][C:17]1[CH:18]=[CH:19][C:14]([C:11]2[CH2:10][C:9]([C:4]3[CH:5]=[C:6]([Cl:8])[CH:7]=[C:2]([Cl:1])[CH:3]=3)([C:24]([F:27])([F:26])[F:25])[O:13][N:12]=2)=[CH:15][C:16]=1[CH3:23]. (3) The product is: [Cl:1][C:2]1[C:3]([C:19]([F:22])([F:20])[F:21])=[N:4][N:5]([CH3:18])[C:6]=1[C:7]1[CH:12]=[C:11]([NH2:13])[CH:10]=[CH:9][C:8]=1[O:16][CH3:17]. Given the reactants [Cl:1][C:2]1[C:3]([C:19]([F:22])([F:21])[F:20])=[N:4][N:5]([CH3:18])[C:6]=1[C:7]1[CH:12]=[C:11]([N+:13]([O-])=O)[CH:10]=[CH:9][C:8]=1[O:16][CH3:17].O.O.Cl[Sn]Cl, predict the reaction product. (4) Given the reactants [CH2:1](O)[CH2:2]/[CH:3]=[CH:4]\[CH2:5][CH2:6]/[CH:7]=[CH:8]\[CH:9]=[CH:10]\[CH2:11][CH3:12].N1C=CC=CC=1.CN(C)C=O.CS([Cl:29])(=O)=O, predict the reaction product. The product is: [Cl:29][CH2:1][CH2:2]/[CH:3]=[CH:4]\[CH2:5][CH2:6]/[CH:7]=[CH:8]\[CH:9]=[CH:10]\[CH2:11][CH3:12].